This data is from Forward reaction prediction with 1.9M reactions from USPTO patents (1976-2016). The task is: Predict the product of the given reaction. (1) The product is: [Br:15][C:10]1[CH:11]=[C:12]2[C:7](=[CH:8][CH:9]=1)[CH:6]=[C:5]([CH2:3][OH:2])[CH:14]=[CH:13]2. Given the reactants C[O:2][C:3]([C:5]1[CH:14]=[CH:13][C:12]2[C:7](=[CH:8][CH:9]=[C:10]([Br:15])[CH:11]=2)[CH:6]=1)=O.[H-].[Al+3].[Li+].[H-].[H-].[H-], predict the reaction product. (2) The product is: [CH3:16][O:15][C:13]([C:12]1[CH:11]=[C:10]([CH:9]=[C:8]([O:7][CH2:6][CH2:5][O:4][CH3:3])[CH:17]=1)[C:18]([OH:20])=[O:19])=[O:14]. Given the reactants [OH-].[Na+].[CH3:3][O:4][CH2:5][CH2:6][O:7][C:8]1[CH:9]=[C:10]([C:18]([O:20]C)=[O:19])[CH:11]=[C:12]([CH:17]=1)[C:13]([O:15][CH3:16])=[O:14], predict the reaction product. (3) Given the reactants [CH3:1][C:2]1[C:3]([CH3:21])=[CH:4][C:5]2[N:14]([CH2:15][CH:16]=O)[C:13]3[C:8]([C:9](=[O:19])[NH:10][C:11](=[O:18])[N:12]=3)=[N:7][C:6]=2[CH:20]=1.[NH:22]1[CH2:26][CH2:25][CH2:24][C@H:23]1[C:27]1[N:28]=[N:29][NH:30][N:31]=1, predict the reaction product. The product is: [N:28]1[NH:29][N:30]=[N:31][C:27]=1[C@@H:23]1[CH2:24][CH2:25][CH2:26][N:22]1[CH2:16][CH2:15][N:14]1[C:13]2[C:8]([C:9](=[O:19])[NH:10][C:11](=[O:18])[N:12]=2)=[N:7][C:6]2[CH:20]=[C:2]([CH3:1])[C:3]([CH3:21])=[CH:4][C:5]1=2. (4) Given the reactants Br[C:2]1[C:15]2[C:16]3=[C:17]4[C:12](=[CH:13][CH:14]=2)[CH:11]=[C:10]([C:18]([CH3:21])([CH3:20])[CH3:19])[CH:9]=[C:8]4[CH:7]=[CH:6][C:5]3=[C:4](Br)[CH:3]=1.[Cl:23][C:24]1[CH:29]=[CH:28][C:27](B(O)O)=[CH:26][CH:25]=1.C(=O)([O-])[O-].[Na+].[Na+].CO[CH2:41][CH2:42]OC, predict the reaction product. The product is: [C:18]([C:10]1[CH:11]=[C:12]2[C:17]3=[C:16]4[C:15](=[C:2]([C:42]5[CH:41]=[CH:29][C:24]([Cl:23])=[CH:25][CH:26]=5)[CH:3]=[C:4]([C:27]5[CH:28]=[CH:29][C:24]([Cl:23])=[CH:25][CH:26]=5)[C:5]4=[CH:6][CH:7]=[C:8]3[CH:9]=1)[CH:14]=[CH:13]2)([CH3:19])([CH3:21])[CH3:20]. (5) Given the reactants [C:1]1([C:24]2[CH:29]=[CH:28][CH:27]=[CH:26][CH:25]=2)[CH:6]=[CH:5][C:4]([CH2:7][O:8][C:9]2[CH:10]=[C:11]3[C:16](=[CH:17][CH:18]=2)[CH2:15][CH:14]([CH2:19][CH2:20][NH:21][CH2:22][CH3:23])[CH2:13][CH2:12]3)=[CH:3][CH:2]=1.[ClH:30], predict the reaction product. The product is: [ClH:30].[C:1]1([C:24]2[CH:25]=[CH:26][CH:27]=[CH:28][CH:29]=2)[CH:2]=[CH:3][C:4]([CH2:7][O:8][C:9]2[CH:10]=[C:11]3[C:16](=[CH:17][CH:18]=2)[CH2:15][CH:14]([CH2:19][CH2:20][NH:21][CH2:22][CH3:23])[CH2:13][CH2:12]3)=[CH:5][CH:6]=1. (6) Given the reactants [OH:1][C:2]1[CH:3]=[C:4]([C:8]2[CH:13]=[CH:12][C:11]([NH:14][C:15]([NH2:17])=[NH:16])=[CH:10][CH:9]=2)[CH:5]=[CH:6][CH:7]=1.[Cl:18][C:19]1[N:24]=[C:23](Cl)[CH:22]=[CH:21][N:20]=1.C(=O)([O-])[O-].[K+].[K+], predict the reaction product. The product is: [Cl:18][C:19]1[N:24]=[C:23]([O:1][C:2]2[CH:3]=[C:4]([C:8]3[CH:13]=[CH:12][C:11]([NH:14][C:15]([NH2:17])=[NH:16])=[CH:10][CH:9]=3)[CH:5]=[CH:6][CH:7]=2)[CH:22]=[CH:21][N:20]=1. (7) The product is: [CH:16]([O:19][C:2]1[C:3]([C:4]#[N:5])=[CH:6][CH:7]=[C:8]([C:10]([F:13])([F:12])[F:11])[N:9]=1)([CH3:18])[CH3:17]. Given the reactants Cl[C:2]1[N:9]=[C:8]([C:10]([F:13])([F:12])[F:11])[CH:7]=[CH:6][C:3]=1[C:4]#[N:5].[H-].[Na+].[CH:16]([OH:19])([CH3:18])[CH3:17], predict the reaction product.